This data is from Reaction yield outcomes from USPTO patents with 853,638 reactions. The task is: Predict the reaction yield, written as a fraction of the theoretical maximum amount of product (1.0 means a 100% yield; for example, 0.34 means a 34% yield). (1) The reactants are [Br:1][C:2]1[C:3]([CH3:14])=[C:4]([Cl:13])[CH:5]=[C:6]([CH:10](Cl)[CH3:11])[C:7]=1[O:8][CH3:9].[CH3:15][C:16]1[C:24]2[C:19](=[N:20][CH:21]=[N:22][C:23]=2[NH2:25])[NH:18][N:17]=1.[I-].[K+].C(=O)([O-])[O-].[Cs+].[Cs+]. The catalyst is CN(C)C=O.C(Cl)Cl. The product is [Br:1][C:2]1[C:7]([O:8][CH3:9])=[C:6]([CH:10]([N:18]2[C:19]3=[N:20][CH:21]=[N:22][C:23]([NH2:25])=[C:24]3[C:16]([CH3:15])=[N:17]2)[CH3:11])[CH:5]=[C:4]([Cl:13])[C:3]=1[CH3:14]. The yield is 0.500. (2) The reactants are [CH3:1][O:2][C:3]1[CH:12]=[C:11]2[C:6]([N:7]=[CH:8][C:9](=[O:13])[NH:10]2)=[CH:5][CH:4]=1.[H-].[Na+].CS(O[CH2:21][CH2:22][N:23]1[CH2:28][CH2:27][C@@H:26]([NH:29][C:30]([O:32][C:33]([CH3:36])([CH3:35])[CH3:34])=[O:31])[C@@H:25]([O:37][CH3:38])[CH2:24]1)(=O)=O. The catalyst is CN(C=O)C. The product is [CH3:38][O:37][C@@H:25]1[C@H:26]([NH:29][C:30](=[O:31])[O:32][C:33]([CH3:34])([CH3:36])[CH3:35])[CH2:27][CH2:28][N:23]([CH2:22][CH2:21][N:10]2[C:11]3[C:6](=[CH:5][CH:4]=[C:3]([O:2][CH3:1])[CH:12]=3)[N:7]=[CH:8][C:9]2=[O:13])[CH2:24]1. The yield is 0.550. (3) The reactants are [CH2:1]([O:3][C:4]([C@@H:6]1[C@H:11]([NH:12][C:13]([O:15][CH2:16][C:17]2[CH:22]=[CH:21][CH:20]=[CH:19][CH:18]=2)=[O:14])[CH2:10][CH2:9][NH:8][CH2:7]1)=[O:5])[CH3:2].[CH3:23][O:24][C:25]1[CH:34]=[C:33]2[C:28]([N:29]=[CH:30][C:31]([S:35][CH2:36][CH:37]=O)=[N:32]2)=[CH:27][CH:26]=1. No catalyst specified. The product is [CH2:1]([O:3][C:4]([C@@H:6]1[C@H:11]([NH:12][C:13]([O:15][CH2:16][C:17]2[CH:18]=[CH:19][CH:20]=[CH:21][CH:22]=2)=[O:14])[CH2:10][CH2:9][N:8]([CH2:37][CH2:36][S:35][C:31]2[CH:30]=[N:29][C:28]3[C:33](=[CH:34][C:25]([O:24][CH3:23])=[CH:26][CH:27]=3)[N:32]=2)[CH2:7]1)=[O:5])[CH3:2]. The yield is 0.700. (4) The reactants are S(O[CH2:12][CH2:13][CH:14]1[CH2:19][CH2:18][N:17]([C:20]([O:22][C:23]([CH3:26])([CH3:25])[CH3:24])=[O:21])[CH2:16][CH2:15]1)(C1C=CC(C)=CC=1)(=O)=O.[C-:27]#[N:28].[K+].C([O-])(O)=O.[Na+]. The catalyst is CN(C=O)C. The product is [C:27]([CH2:12][CH2:13][CH:14]1[CH2:15][CH2:16][N:17]([C:20]([O:22][C:23]([CH3:24])([CH3:25])[CH3:26])=[O:21])[CH2:18][CH2:19]1)#[N:28]. The yield is 0.940. (5) The reactants are [CH3:1][C:2]1[CH:7]=[C:6]([CH3:8])[CH:5]=[CH:4][C:3]=1[CH:9]([C:22]1[CH:27]=[CH:26][CH:25]=[CH:24][CH:23]=1)[NH:10][C:11](=[O:21])[CH2:12][C:13]1[CH:18]=[CH:17][C:16]([OH:19])=[C:15]([CH3:20])[CH:14]=1.Cl[CH2:29][C:30]1[C:31]([CH3:36])=[N:32][CH:33]=[CH:34][CH:35]=1.C([O-])([O-])=O.[K+].[K+]. The catalyst is CC#N. The product is [CH3:1][C:2]1[CH:7]=[C:6]([CH3:8])[CH:5]=[CH:4][C:3]=1[CH:9]([C:22]1[CH:27]=[CH:26][CH:25]=[CH:24][CH:23]=1)[NH:10][C:11](=[O:21])[CH2:12][C:13]1[CH:18]=[CH:17][C:16]([O:19][CH2:29][C:30]2[C:31]([CH3:36])=[N:32][CH:33]=[CH:34][CH:35]=2)=[C:15]([CH3:20])[CH:14]=1. The yield is 0.410. (6) The reactants are [Cl:1][C:2]1[CH:18]=[CH:17][C:5]([CH2:6][O:7][C:8]2[C:9]([OH:16])=[C:10]([CH:13]=[CH:14][CH:15]=2)[CH:11]=[O:12])=[C:4]([F:19])[CH:3]=1.[F:20][CH2:21][CH2:22]O.C1(P(C2C=CC=CC=2)C2C=CC=CC=2)C=CC=CC=1.N(C(OC(C)C)=O)=NC(OC(C)C)=O. The catalyst is O1CCCC1.O.C(OCC)(=O)C. The product is [Cl:1][C:2]1[CH:18]=[CH:17][C:5]([CH2:6][O:7][C:8]2[C:9]([O:16][CH2:22][CH2:21][F:20])=[C:10]([CH:13]=[CH:14][CH:15]=2)[CH:11]=[O:12])=[C:4]([F:19])[CH:3]=1. The yield is 0.540. (7) The reactants are [Br:1][C:2]1[CH:10]=[CH:9][C:5]([C:6](O)=[O:7])=[CH:4][C:3]=1[Cl:11].[CH3:12][NH:13][CH3:14].C1COCC1.C(N(CC)C(C)C)(C)C.F[P-](F)(F)(F)(F)F.N1(OC(N(C)C)=[N+](C)C)C2N=CC=CC=2N=N1. The catalyst is CN(C=O)C.O. The product is [Br:1][C:2]1[CH:10]=[CH:9][C:5]([C:6]([N:13]([CH3:14])[CH3:12])=[O:7])=[CH:4][C:3]=1[Cl:11]. The yield is 0.800. (8) The reactants are O=P12OP3(OP(OP(O3)(O1)=O)(=O)O2)=O.[C:15](O)(=[O:23])[C:16]1[C:17](=[CH:19][CH:20]=[CH:21][CH:22]=1)[SH:18].[C:25]1([CH:33]=[C:31]([OH:32])[CH:30]=[C:28]([OH:29])[CH:27]=1)O. The catalyst is CS(O)(=O)=O. The product is [OH:32][C:31]1[C:33]2[C:15](=[O:23])[C:16]3[C:17](=[CH:19][CH:20]=[CH:21][CH:22]=3)[S:18][C:25]=2[CH:27]=[C:28]([OH:29])[CH:30]=1. The yield is 0.511. (9) The reactants are [C:1]1([CH3:15])[CH:6]=[C:5]([CH3:7])[CH:4]=[C:3]([CH3:8])[C:2]=1[C:9](=[C:13]=[O:14])[C:10](Cl)=[O:11].[F:16][C:17]1[CH:22]=[CH:21][C:20]([S:23][CH2:24][CH2:25][C:26]([O:28][Si](C)(C)C)=[CH2:27])=[CH:19][CH:18]=1. The catalyst is C1(C)C(C)=CC=CC=1. The product is [F:16][C:17]1[CH:22]=[CH:21][C:20]([S:23][CH2:24][CH2:25][C:26]2[O:28][C:10](=[O:11])[C:9]([C:2]3[C:3]([CH3:8])=[CH:4][C:5]([CH3:7])=[CH:6][C:1]=3[CH3:15])=[C:13]([OH:14])[CH:27]=2)=[CH:19][CH:18]=1. The yield is 0.0470.